From a dataset of Full USPTO retrosynthesis dataset with 1.9M reactions from patents (1976-2016). Predict the reactants needed to synthesize the given product. (1) Given the product [N:20]1([C:24]([C:26]2[N:27]=[CH:28][C:29]([O:18][C:16]3[CH:15]=[C:10]([CH:9]=[C:8]([O:7][C@@H:5]([CH3:6])[CH2:4][O:3][CH:2]([F:19])[F:1])[CH:17]=3)[C:11]([O:13][CH3:14])=[O:12])=[N:30][CH:31]=2)=[O:25])[CH2:23][CH2:22][CH2:21]1, predict the reactants needed to synthesize it. The reactants are: [F:1][CH:2]([F:19])[O:3][CH2:4][C@@H:5]([O:7][C:8]1[CH:9]=[C:10]([CH:15]=[C:16]([OH:18])[CH:17]=1)[C:11]([O:13][CH3:14])=[O:12])[CH3:6].[N:20]1([C:24]([C:26]2[CH:31]=[N:30][C:29](Cl)=[CH:28][N:27]=2)=[O:25])[CH2:23][CH2:22][CH2:21]1.C(=O)([O-])[O-].[K+].[K+].C(OCC)(=O)C. (2) Given the product [CH3:1][O:2][C:3]1[CH:31]=[C:30]([O:32][CH3:33])[CH:29]=[CH:28][C:4]=1[CH2:5][N:6]1[C:15]2[C:10](=[CH:11][CH:12]=[C:13]([N:16]3[CH2:19][CH2:18][C@H:17]3[CH2:20][OH:21])[N:14]=2)[C:9](=[O:22])[C:8]([C:23]([OH:25])=[O:24])=[CH:7]1, predict the reactants needed to synthesize it. The reactants are: [CH3:1][O:2][C:3]1[CH:31]=[C:30]([O:32][CH3:33])[CH:29]=[CH:28][C:4]=1[CH2:5][N:6]1[C:15]2[C:10](=[CH:11][CH:12]=[C:13]([N:16]3[CH2:19][CH2:18][C@H:17]3[CH2:20][OH:21])[N:14]=2)[C:9](=[O:22])[C:8]([C:23]([O:25]CC)=[O:24])=[CH:7]1.[OH-].[Li+].Cl.O. (3) The reactants are: Br[C:2]1[C:7]([F:8])=[CH:6][C:5]([N:9]2[C:18]3[C:13](=[CH:14][C:15]([S:19]([N:22]([C:32]4[CH:36]=[CH:35][O:34][N:33]=4)[CH2:23][C:24]4[CH:29]=[CH:28][C:27]([O:30][CH3:31])=[CH:26][CH:25]=4)(=[O:21])=[O:20])=[CH:16][CH:17]=3)[CH:12]=[CH:11][C:10]2=[O:37])=[C:4]([O:38][CH3:39])[CH:3]=1.[OH:40][C:41]1[CH:46]=[C:45]([CH3:47])[CH:44]=[CH:43][N:42]=1.C(=O)([O-])[O-].[Cs+].[Cs+].CN(C)[C@@H]1CCCC[C@H]1N.N#N. Given the product [F:8][C:7]1[C:2]([N:42]2[CH:43]=[CH:44][C:45]([CH3:47])=[CH:46][C:41]2=[O:40])=[CH:3][C:4]([O:38][CH3:39])=[C:5]([N:9]2[C:18]3[C:13](=[CH:14][C:15]([S:19]([N:22]([C:32]4[CH:36]=[CH:35][O:34][N:33]=4)[CH2:23][C:24]4[CH:25]=[CH:26][C:27]([O:30][CH3:31])=[CH:28][CH:29]=4)(=[O:20])=[O:21])=[CH:16][CH:17]=3)[CH:12]=[CH:11][C:10]2=[O:37])[CH:6]=1, predict the reactants needed to synthesize it. (4) The reactants are: [C:1]([O:4][C:5]1[C:6]([C:15]([CH3:18])([CH3:17])[CH3:16])=[CH:7][C:8]([OH:14])=[C:9]([C:12]=1[CH3:13])[CH:10]=[O:11])(=[O:3])[CH3:2].[CH:19]([Mg]Br)([CH3:21])[CH3:20]. Given the product [C:1]([O:4][C:5]1[C:6]([C:15]([CH3:18])([CH3:17])[CH3:16])=[CH:7][C:8]([OH:14])=[C:9]([CH:10]([OH:11])[CH:19]([CH3:21])[CH3:20])[C:12]=1[CH3:13])(=[O:3])[CH3:2], predict the reactants needed to synthesize it. (5) The reactants are: [S:1]1[CH:5]=[CH:4][CH:3]=[C:2]1[C:6]([OH:8])=O.C1C=CC2N(O)N=NC=2C=1.CCN=C=NCCCN(C)C.[NH2:30][C@@H:31]([CH2:36][CH2:37][CH2:38][CH2:39][CH2:40][C:41]([O:43][C:44]([CH3:47])([CH3:46])[CH3:45])=[O:42])[C:32]([O:34][CH3:35])=[O:33]. Given the product [S:1]1[CH:5]=[CH:4][CH:3]=[C:2]1[C:6]([NH:30][C@@H:31]([CH2:36][CH2:37][CH2:38][CH2:39][CH2:40][C:41]([O:43][C:44]([CH3:47])([CH3:46])[CH3:45])=[O:42])[C:32]([O:34][CH3:35])=[O:33])=[O:8], predict the reactants needed to synthesize it. (6) Given the product [CH3:25][O:26][C:27](=[O:36])[C:28]1[CH:33]=[CH:32][CH:31]=[C:30]([CH2:34][O:24][C:20]2[CH:21]=[CH:22][CH:23]=[C:18]([C:7]3[C:6]4[C:11](=[C:2]([Cl:1])[CH:3]=[CH:4][CH:5]=4)[N:10]=[N:9][C:8]=3[C:12]3[CH:13]=[CH:14][CH:15]=[CH:16][CH:17]=3)[CH:19]=2)[CH:29]=1, predict the reactants needed to synthesize it. The reactants are: [Cl:1][C:2]1[CH:3]=[CH:4][CH:5]=[C:6]2[C:11]=1[N:10]=[N:9][C:8]([C:12]1[CH:17]=[CH:16][CH:15]=[CH:14][CH:13]=1)=[C:7]2[C:18]1[CH:19]=[C:20]([OH:24])[CH:21]=[CH:22][CH:23]=1.[CH3:25][O:26][C:27](=[O:36])[C:28]1[CH:33]=[CH:32][CH:31]=[C:30]([CH2:34]Br)[CH:29]=1. (7) Given the product [CH2:14]([O:5][C:6]1[CH:13]=[CH:12][C:9]([CH:10]=[O:11])=[CH:8][CH:7]=1)[CH:15]([CH3:17])[CH3:16], predict the reactants needed to synthesize it. The reactants are: C(N)(N)=O.[OH:5][C:6]1[CH:13]=[CH:12][C:9]([CH:10]=[O:11])=[CH:8][CH:7]=1.[CH2:14](Br)[CH:15]([CH3:17])[CH3:16].[I-].[K+].C(=O)([O-])[O-].[K+].[K+].